Dataset: Full USPTO retrosynthesis dataset with 1.9M reactions from patents (1976-2016). Task: Predict the reactants needed to synthesize the given product. (1) Given the product [CH2:1]([O:3][C:4]1[C:12]2[CH2:11][N:10]([C:14]3[C:19]([F:20])=[CH:18][C:17]([CH2:21][C:22]([O:24][CH2:25][CH3:26])=[O:23])=[CH:16][C:15]=3[F:27])[C:9](=[O:28])[C:8]=2[C:7]([O:29][CH2:30][CH3:31])=[C:6]2[CH:32]=[CH:33][CH:34]=[CH:35][C:5]=12)[CH3:2], predict the reactants needed to synthesize it. The reactants are: [CH2:1]([O:3][C:4]1[C:12]2[C:11](=O)[N:10]([C:14]3[C:19]([F:20])=[CH:18][C:17]([CH2:21][C:22]([O:24][CH2:25][CH3:26])=[O:23])=[CH:16][C:15]=3[F:27])[CH:9]([OH:28])[C:8]=2[C:7]([O:29][CH2:30][CH3:31])=[C:6]2[CH:32]=[CH:33][CH:34]=[CH:35][C:5]=12)[CH3:2].C([SiH](CC)CC)C. (2) Given the product [NH2:3][C:4]1[C:5]([C:14]([NH2:15])=[O:1])=[N:6][CH:7]=[C:8]([C:10]([F:13])([F:11])[F:12])[CH:9]=1, predict the reactants needed to synthesize it. The reactants are: [OH:1]O.[NH2:3][C:4]1[C:5]([C:14]#[N:15])=[N:6][CH:7]=[C:8]([C:10]([F:13])([F:12])[F:11])[CH:9]=1.[OH-].[Na+].CO. (3) The reactants are: C(=O)(O)[O-].[Na+].[N:6]#[C:7]Br.[Si:9]([O:16][CH2:17][CH2:18][NH:19][C:20]1[CH:25]=[CH:24][C:23]([NH:26][C:27]([C:29]2[NH:33][CH:32]=[N:31][C:30]=2[C:34]([NH:36][C:37]2[CH:42]=[CH:41][C:40]([Cl:43])=[CH:39][N:38]=2)=[O:35])=[O:28])=[CH:22][CH:21]=1)([C:12]([CH3:15])([CH3:14])[CH3:13])([CH3:11])[CH3:10]. Given the product [Si:9]([O:16][CH2:17][CH2:18][N:19]([C:7]#[N:6])[C:20]1[CH:21]=[CH:22][C:23]([NH:26][C:27]([C:29]2[NH:33][CH:32]=[N:31][C:30]=2[C:34]([NH:36][C:37]2[CH:42]=[CH:41][C:40]([Cl:43])=[CH:39][N:38]=2)=[O:35])=[O:28])=[CH:24][CH:25]=1)([C:12]([CH3:15])([CH3:13])[CH3:14])([CH3:10])[CH3:11], predict the reactants needed to synthesize it.